This data is from Catalyst prediction with 721,799 reactions and 888 catalyst types from USPTO. The task is: Predict which catalyst facilitates the given reaction. (1) Reactant: FC(F)(F)C(O)=O.C(OC(=O)[NH:14][CH2:15][CH2:16][O:17][C:18]1[CH:23]=[CH:22][C:21]([CH:24]([CH3:38])[C:25]([OH:37])([C:30]2[CH:35]=[N:34][C:33]([CH3:36])=[CH:32][N:31]=2)[C:26]([F:29])([F:28])[F:27])=[C:20]([Cl:39])[CH:19]=1)(C)(C)C.C([O-])(O)=O.[Na+]. Product: [NH2:14][CH2:15][CH2:16][O:17][C:18]1[CH:23]=[CH:22][C:21]([CH:24]([CH3:38])[C:25]([C:30]2[CH:35]=[N:34][C:33]([CH3:36])=[CH:32][N:31]=2)([OH:37])[C:26]([F:29])([F:28])[F:27])=[C:20]([Cl:39])[CH:19]=1. The catalyst class is: 46. (2) The catalyst class is: 71. Reactant: [C:1]12([CH2:11][C:12]([NH:14][C:15]3[C:24]([CH3:25])=[CH:23][CH:22]=[C:21]4[C:16]=3[CH:17]=[CH:18][C:19]([N:26]3[CH2:30][CH2:29][C@H:28]([NH:31]C(=O)OC(C)(C)C)[CH2:27]3)=[N:20]4)=[O:13])[CH2:10][CH:5]3[CH2:6][CH:7]([CH2:9][CH:3]([CH2:4]3)[CH2:2]1)[CH2:8]2.[ClH:39].[OH-].[Na+]. Product: [ClH:39].[ClH:39].[C:1]12([CH2:11][C:12]([NH:14][C:15]3[C:24]([CH3:25])=[CH:23][CH:22]=[C:21]4[C:16]=3[CH:17]=[CH:18][C:19]([N:26]3[CH2:30][CH2:29][C@H:28]([NH2:31])[CH2:27]3)=[N:20]4)=[O:13])[CH2:8][CH:7]3[CH2:9][CH:3]([CH2:4][CH:5]([CH2:6]3)[CH2:10]1)[CH2:2]2. (3) Reactant: [N:1]1([S:7]([CH2:10][CH2:11][C:12]2[CH:17]=[CH:16][C:15]([NH2:18])=[CH:14][CH:13]=2)(=[O:9])=[O:8])[CH2:6][CH2:5][O:4][CH2:3][CH2:2]1.C1C(=O)N([Br:26])C(=O)C1. Product: [Br:26][C:16]1[CH:17]=[C:12]([CH2:11][CH2:10][S:7]([N:1]2[CH2:2][CH2:3][O:4][CH2:5][CH2:6]2)(=[O:9])=[O:8])[CH:13]=[CH:14][C:15]=1[NH2:18]. The catalyst class is: 2. (4) Reactant: [H-].[Na+].CS(C[CH2:8][OH:9])(=O)=O.[Cl:10][C:11]1[C:12]([N:17]2[CH2:26][CH2:25][C:24]3[C:23]([NH:27][C:28]4[CH:33]=[CH:32][C:31]([C:34]([F:37])([F:36])[F:35])=[CH:30][CH:29]=4)=[N:22]C(S(C)(=O)=O)=[N:20][C:19]=3[CH2:18]2)=[N:13][CH:14]=[CH:15][CH:16]=1. Product: [F:37][C:34]([F:35])([F:36])[C:31]1[CH:32]=[CH:33][C:28]([NH:27][C:23]2[C:24]3[CH2:25][CH2:26][N:17]([C:12]4[C:11]([Cl:10])=[CH:16][CH:15]=[CH:14][N:13]=4)[CH2:18][C:19]=3[N:20]=[C:8]([OH:9])[N:22]=2)=[CH:29][CH:30]=1. The catalyst class is: 3. (5) The catalyst class is: 16. Product: [CH:21]1([CH2:20][C:4]([CH2:3][C:2]([F:18])([F:1])[C:9]([F:16])([F:17])[C:10]([F:14])([F:15])[CH:11]([F:13])[F:12])([C:7]#[N:8])[C:5]#[N:6])[CH2:23][CH2:22]1. Reactant: [F:1][C:2]([F:18])([C:9]([F:17])([F:16])[C:10]([F:15])([F:14])[CH:11]([F:13])[F:12])[CH2:3][CH:4]([C:7]#[N:8])[C:5]#[N:6].Br[CH2:20][CH:21]1[CH2:23][CH2:22]1.C(=O)([O-])[O-].[K+].[K+].Cl.